Dataset: Full USPTO retrosynthesis dataset with 1.9M reactions from patents (1976-2016). Task: Predict the reactants needed to synthesize the given product. (1) Given the product [C:37]([C:36]1[CH:35]=[C:34]([C:18]2[CH:19]=[C:20]3[C:15](=[C:16]([C:30]([NH2:32])=[O:31])[CH:17]=2)[NH:14][CH:13]=[C:12]3[CH:9]2[CH2:10][CH2:11][N:6]([S:3]([CH2:1][CH3:2])(=[O:4])=[O:5])[CH2:7][CH2:8]2)[CH:41]=[C:40]([CH:42]=[O:43])[CH:39]=1)#[N:38], predict the reactants needed to synthesize it. The reactants are: [CH2:1]([S:3]([N:6]1[CH2:11][CH2:10][CH:9]([C:12]2[C:20]3[C:15](=[C:16]([C:30]([NH2:32])=[O:31])[CH:17]=[C:18](B4OC(C)(C)C(C)(C)O4)[CH:19]=3)[NH:14][CH:13]=2)[CH2:8][CH2:7]1)(=[O:5])=[O:4])[CH3:2].Br[C:34]1[CH:35]=[C:36]([CH:39]=[C:40]([CH:42]=[O:43])[CH:41]=1)[C:37]#[N:38].C([O-])([O-])=O.[K+].[K+]. (2) The reactants are: [NH2:1][CH:2]([CH2:5][CH2:6][S:7][CH3:8])[CH2:3][OH:4].[OH-:9].[Na+]. Given the product [NH2:1][CH:2]([CH2:5][CH2:6][S:7][CH3:8])[C:3]([OH:9])=[O:4], predict the reactants needed to synthesize it. (3) Given the product [CH3:12][O:13][C:14](=[O:22])[C:15]1[CH:20]=[CH:19][CH:18]=[C:17]([O:21][CH2:3][C:2]#[CH:1])[CH:16]=1, predict the reactants needed to synthesize it. The reactants are: [CH2:1](Br)[C:2]#[CH:3].C1(C)C=CC=CC=1.[CH3:12][O:13][C:14](=[O:22])[C:15]1[CH:20]=[CH:19][CH:18]=[C:17]([OH:21])[CH:16]=1.C([O-])([O-])=O.[K+].[K+]. (4) Given the product [CH3:1][C@H:2]([C@@:10]([OH:25])([C:17]1[CH:18]=[CH:19][C:20]([F:24])=[CH:21][C:22]=1[F:23])[CH2:11][N:12]1[N:16]=[CH:15][N:14]=[CH:13]1)[C:3]1[N:8]=[CH:7][N:6]=[CH:5][C:4]=1[F:9], predict the reactants needed to synthesize it. The reactants are: [CH3:1][C@H:2]([C@@:10]([OH:25])([C:17]1[CH:18]=[CH:19][C:20]([F:24])=[CH:21][C:22]=1[F:23])[CH2:11][N:12]1[N:16]=[CH:15][N:14]=[CH:13]1)[C:3]1[N:8]=[CH:7][N:6]=[CH:5][C:4]=1[F:9].[C@@]12(CS([O-])(=O)=O)C(C)(C)C(CC1)CC2=O.C(=O)(O)[O-].[Na+].C(O)(C)C. (5) Given the product [OH:25][CH:24]([C:26]1[CH:27]=[CH:28][C:29]2[O:34][CH2:33][C:32](=[O:35])[NH:31][C:30]=2[CH:36]=1)[CH2:23][N:20]1[CH2:19][CH2:18][CH:17]([CH2:16][O:15][C:12]2[C:13]3[C:8](=[CH:7][CH:6]=[C:5]([O:4][CH3:3])[CH:14]=3)[CH:9]=[CH:10][N:11]=2)[CH2:22][CH2:21]1, predict the reactants needed to synthesize it. The reactants are: [BH4-].[Na+].[CH3:3][O:4][C:5]1[CH:14]=[C:13]2[C:8]([CH:9]=[CH:10][N:11]=[C:12]2[O:15][CH2:16][CH:17]2[CH2:22][CH2:21][N:20]([CH2:23][C:24]([C:26]3[CH:27]=[CH:28][C:29]4[O:34][CH2:33][C:32](=[O:35])[NH:31][C:30]=4[CH:36]=3)=[O:25])[CH2:19][CH2:18]2)=[CH:7][CH:6]=1. (6) Given the product [C:1]([C:5]1[CH:9]=[C:8]([CH2:10][NH:11][C:12]([NH:14][C:15]2[CH:16]=[N:17][C:18]([CH:21]([OH:22])[CH2:25][OH:24])=[CH:19][CH:20]=2)=[O:13])[N:7]([C:28]2[CH:33]=[CH:32][CH:31]=[C:30]([Cl:34])[CH:29]=2)[N:6]=1)([CH3:4])([CH3:2])[CH3:3], predict the reactants needed to synthesize it. The reactants are: [C:1]([C:5]1[CH:9]=[C:8]([CH2:10][NH:11][C:12]([NH:14][C:15]2[CH:16]=[N:17][C:18]([CH:21]3[CH2:25][O:24]C(C)(C)[O:22]3)=[CH:19][CH:20]=2)=[O:13])[N:7]([C:28]2[CH:33]=[CH:32][CH:31]=[C:30]([Cl:34])[CH:29]=2)[N:6]=1)([CH3:4])([CH3:3])[CH3:2]. (7) Given the product [CH3:15][C:16]1[C:24]([CH3:25])=[CH:23][CH:22]=[CH:21][C:17]=1[C:18]([NH:20][CH2:26][N:10]1[CH2:9][CH2:8][N:7]([C:2]2[CH:3]=[CH:4][CH:5]=[CH:6][N:1]=2)[CH2:12][CH2:11]1)=[O:19], predict the reactants needed to synthesize it. The reactants are: [N:1]1[CH:6]=[CH:5][CH:4]=[CH:3][C:2]=1[N:7]1[CH2:12][CH2:11][NH:10][CH2:9][CH2:8]1.C=O.[CH3:15][C:16]1[C:24]([CH3:25])=[CH:23][CH:22]=[CH:21][C:17]=1[C:18]([NH2:20])=[O:19].[C:26](=O)([O-])[O-].[K+].[K+]. (8) The reactants are: [NH2:1][C:2]1[N:6]([C:7]2[CH:12]=[C:11]([S:13][CH3:14])[N:10]=[C:9]([CH3:15])[N:8]=2)[N:5]=[CH:4][C:3]=1[C:16]([O:18]CC)=[O:17].[OH-].[Li+].Cl. Given the product [NH2:1][C:2]1[N:6]([C:7]2[CH:12]=[C:11]([S:13][CH3:14])[N:10]=[C:9]([CH3:15])[N:8]=2)[N:5]=[CH:4][C:3]=1[C:16]([OH:18])=[O:17], predict the reactants needed to synthesize it. (9) Given the product [CH3:8][N:6]1[C:5](=[O:9])[C:4]([NH:10][C:11]2[CH:16]=[CH:15][C:14]([C:17]([N:19]3[CH2:24][CH2:23][O:22][CH2:21][CH2:20]3)=[O:18])=[CH:13][N:12]=2)=[CH:3][C:2]([B:28]([OH:29])[OH:27])=[N:7]1, predict the reactants needed to synthesize it. The reactants are: Cl[C:2]1[CH:3]=[C:4]([NH:10][C:11]2[CH:16]=[CH:15][C:14]([C:17]([N:19]3[CH2:24][CH2:23][O:22][CH2:21][CH2:20]3)=[O:18])=[CH:13][N:12]=2)[C:5](=[O:9])[N:6]([CH3:8])[N:7]=1.CC1(C)C(C)(C)[O:29][B:28](B2OC(C)(C)C(C)(C)O2)[O:27]1.CC(C1C=C(C(C)C)C(C2C=CC=CC=2P(C2CCCCC2)C2CCCCC2)=C(C(C)C)C=1)C.C([O-])(=O)C.[K+]. (10) The reactants are: [F:1][C:2]1[CH:25]=[CH:24][C:23]([O:26][CH3:27])=[CH:22][C:3]=1[CH2:4][C:5]1[C:14]2[C:9](=[CH:10][C:11]([O:17][CH3:18])=[C:12]([O:15][CH3:16])[CH:13]=2)[C:8]([CH2:19][C:20]#[N:21])=[CH:7][N:6]=1.[N-:28]=[N+:29]=[N-:30].[Na+].Cl.C(N(CC)CC)C.[OH2:40]. Given the product [CH3:18][O:17][C:11]1[CH:10]=[C:9]2[C:14](=[CH:13][C:12]=1[O:15][CH3:16])[C:5]([C:4]([C:3]1[CH:22]=[C:23]([O:26][CH3:27])[CH:24]=[CH:25][C:2]=1[F:1])=[O:40])=[N:6][CH:7]=[C:8]2[CH2:19][C:20]1[NH:30][N:29]=[N:28][N:21]=1, predict the reactants needed to synthesize it.